This data is from TCR-epitope binding with 47,182 pairs between 192 epitopes and 23,139 TCRs. The task is: Binary Classification. Given a T-cell receptor sequence (or CDR3 region) and an epitope sequence, predict whether binding occurs between them. (1) The epitope is ELAGIGILTV. The TCR CDR3 sequence is CASQPAGDGNEQFF. Result: 0 (the TCR does not bind to the epitope). (2) The epitope is TEKSNIIRGW. Result: 0 (the TCR does not bind to the epitope). The TCR CDR3 sequence is CASSEWRTGNTEAFF. (3) The epitope is NLVPMVATV. The TCR CDR3 sequence is CASSQDWGRIETQYF. Result: 0 (the TCR does not bind to the epitope). (4) The epitope is MPASWVMRI. The TCR CDR3 sequence is CASRSGLAGSDEQYF. Result: 1 (the TCR binds to the epitope). (5) The epitope is NLSALGIFST. The TCR CDR3 sequence is CATSDSGTPGNEQFF. Result: 1 (the TCR binds to the epitope).